Dataset: NCI-60 drug combinations with 297,098 pairs across 59 cell lines. Task: Regression. Given two drug SMILES strings and cell line genomic features, predict the synergy score measuring deviation from expected non-interaction effect. (1) Cell line: UACC-257. Drug 1: CC1OCC2C(O1)C(C(C(O2)OC3C4COC(=O)C4C(C5=CC6=C(C=C35)OCO6)C7=CC(=C(C(=C7)OC)O)OC)O)O. Synergy scores: CSS=-2.63, Synergy_ZIP=-1.65, Synergy_Bliss=-3.44, Synergy_Loewe=-5.70, Synergy_HSA=-4.40. Drug 2: CCN(CC)CCNC(=O)C1=C(NC(=C1C)C=C2C3=C(C=CC(=C3)F)NC2=O)C. (2) Drug 1: CN1CCC(CC1)COC2=C(C=C3C(=C2)N=CN=C3NC4=C(C=C(C=C4)Br)F)OC. Drug 2: CN(C)C1=NC(=NC(=N1)N(C)C)N(C)C. Cell line: PC-3. Synergy scores: CSS=-0.710, Synergy_ZIP=-2.15, Synergy_Bliss=-3.28, Synergy_Loewe=-15.2, Synergy_HSA=-4.22. (3) Drug 1: C1CN1C2=NC(=NC(=N2)N3CC3)N4CC4. Drug 2: C1=NNC2=C1C(=O)NC=N2. Cell line: 786-0. Synergy scores: CSS=42.1, Synergy_ZIP=0.676, Synergy_Bliss=1.79, Synergy_Loewe=-28.6, Synergy_HSA=0.646. (4) Drug 1: C1CC(C1)(C(=O)O)C(=O)O.[NH2-].[NH2-].[Pt+2]. Drug 2: C(CN)CNCCSP(=O)(O)O. Cell line: NCI-H226. Synergy scores: CSS=-0.488, Synergy_ZIP=-1.18, Synergy_Bliss=-6.55, Synergy_Loewe=-0.175, Synergy_HSA=-8.04.